Task: Regression. Given a peptide amino acid sequence and an MHC pseudo amino acid sequence, predict their binding affinity value. This is MHC class I binding data.. Dataset: Peptide-MHC class I binding affinity with 185,985 pairs from IEDB/IMGT The peptide sequence is AIMAVGMVSI. The MHC is HLA-A02:03 with pseudo-sequence HLA-A02:03. The binding affinity (normalized) is 0.625.